Dataset: Catalyst prediction with 721,799 reactions and 888 catalyst types from USPTO. Task: Predict which catalyst facilitates the given reaction. (1) Reactant: [N:1]1([C:5]2[CH:6]=[CH:7][C:8]([O:11][C:12]3[CH:17]=[CH:16][CH:15]=[C:14]([CH:18]=[C:19]4[CH2:24][CH2:23][NH:22][CH2:21][CH2:20]4)[CH:13]=3)=[N:9][CH:10]=2)[CH2:4][CH2:3][CH2:2]1.[N:25]1[CH:30]=[CH:29][CH:28]=[C:27]([NH:31][C:32](=O)[O:33]C2C=CC=CC=2)[CH:26]=1.C(N(CC)CC)C. Product: [N:1]1([C:5]2[CH:6]=[CH:7][C:8]([O:11][C:12]3[CH:13]=[C:14]([CH:15]=[CH:16][CH:17]=3)[CH:18]=[C:19]3[CH2:20][CH2:21][N:22]([C:32]([NH:31][C:27]4[CH:26]=[N:25][CH:30]=[CH:29][CH:28]=4)=[O:33])[CH2:23][CH2:24]3)=[N:9][CH:10]=2)[CH2:2][CH2:3][CH2:4]1. The catalyst class is: 58. (2) Product: [NH2:1][C:4]1[N:9]=[CH:8][C:7]([O:10][C:11]2[CH:12]=[C:13]([NH:17][C:18]([N:20]3[CH2:24][CH2:23][N:22]([C:25]4[CH:26]=[CH:27][CH:28]=[CH:29][CH:30]=4)[C:21]3=[O:31])=[O:19])[CH:14]=[CH:15][CH:16]=2)=[CH:6][CH:5]=1. Reactant: [N+:1]([C:4]1[N:9]=[CH:8][C:7]([O:10][C:11]2[CH:12]=[C:13]([NH:17][C:18]([N:20]3[CH2:24][CH2:23][N:22]([C:25]4[CH:30]=[CH:29][CH:28]=[CH:27][CH:26]=4)[C:21]3=[O:31])=[O:19])[CH:14]=[CH:15][CH:16]=2)=[CH:6][CH:5]=1)([O-])=O.[Cl-].[NH4+]. The catalyst class is: 406.